Task: Predict the reaction yield, written as a fraction of the theoretical maximum amount of product (1.0 means a 100% yield; for example, 0.34 means a 34% yield).. Dataset: Reaction yield outcomes from USPTO patents with 853,638 reactions (1) The reactants are [C:1](=[NH:14])([C:8]1[CH:13]=[CH:12][CH:11]=[CH:10][CH:9]=1)[C:2]1[CH:7]=[CH:6][CH:5]=[CH:4][CH:3]=1.C(=O)([O-])[O-].[Cs+].[Cs+].C1(P(C2C=CC=CC=2)C2C=CC3C(=CC=CC=3)C=2C2C3C(=CC=CC=3)C=CC=2P(C2C=CC=CC=2)C2C=CC=CC=2)C=CC=CC=1.Br[C:68]1[CH:69]=[N:70][CH:71]=[C:72]([C:74]([F:77])([F:76])[CH3:75])[CH:73]=1. The catalyst is O1CCOCC1.C1C=CC(/C=C/C(/C=C/C2C=CC=CC=2)=O)=CC=1.C1C=CC(/C=C/C(/C=C/C2C=CC=CC=2)=O)=CC=1.C1C=CC(/C=C/C(/C=C/C2C=CC=CC=2)=O)=CC=1.[Pd].[Pd]. The product is [F:76][C:74]([C:72]1[CH:73]=[C:68]([N:14]=[C:1]([C:8]2[CH:9]=[CH:10][CH:11]=[CH:12][CH:13]=2)[C:2]2[CH:7]=[CH:6][CH:5]=[CH:4][CH:3]=2)[CH:69]=[N:70][CH:71]=1)([F:77])[CH3:75]. The yield is 0.920. (2) The catalyst is Cl.O1CCOCC1. The product is [NH2:20][CH:14]1[CH2:13][C:12]2[C:17](=[CH:18][CH:19]=[C:10]([O:9][C:7]3[CH:6]=[CH:5][N:4]=[C:3]([C:1]#[N:2])[CH:8]=3)[CH:11]=2)[O:16][CH2:15]1. The yield is 0.120. The reactants are [C:1]([C:3]1[CH:8]=[C:7]([O:9][C:10]2[CH:11]=[C:12]3[C:17](=[CH:18][CH:19]=2)[O:16][CH2:15][CH:14]([NH:20]C(=O)OC(C)(C)C)[CH2:13]3)[CH:6]=[CH:5][N:4]=1)#[N:2]. (3) The reactants are [OH:1][C:2]1[CH:7]=[CH:6][C:5]([C:8]([N:10]2[CH2:15][CH2:14][N:13]([CH3:16])[CH2:12][CH2:11]2)=[O:9])=[C:4]([O:17][CH3:18])[CH:3]=1.C(Cl)Cl.[S:22](O[S:22]([C:25]([F:28])([F:27])[F:26])(=[O:24])=[O:23])([C:25]([F:28])([F:27])[F:26])(=[O:24])=[O:23]. The catalyst is O. The product is [CH3:18][O:17][C:4]1[CH:3]=[C:2]([O:1][S:22]([C:25]([F:28])([F:27])[F:26])(=[O:24])=[O:23])[CH:7]=[CH:6][C:5]=1[C:8]([N:10]1[CH2:11][CH2:12][N:13]([CH3:16])[CH2:14][CH2:15]1)=[O:9]. The yield is 0.550. (4) The reactants are [CH2:1]1[CH2:11][C:9](=[O:10])[C:8]2[C:3](=[CH:4][CH:5]=[CH:6][CH:7]=2)[CH2:2]1.[CH3:12][Mg]Br. The catalyst is CCOCC. The product is [CH3:12][C:9]1([OH:10])[C:8]2[C:3](=[CH:4][CH:5]=[CH:6][CH:7]=2)[CH2:2][CH2:1][CH2:11]1. The yield is 0.680. (5) The reactants are [H-].[Na+].[NH2:3][C:4]1[N:9]=[C:8]([C:10]([F:13])([F:12])[F:11])[CH:7]=[C:6]([O:14][CH2:15][C:16]([F:19])([F:18])[F:17])[N:5]=1.[F:20][C:21]([F:32])([F:31])[C:22]1[CH:27]=[CH:26][C:25]([N:28]=[C:29]=[O:30])=[CH:24][CH:23]=1. The catalyst is C1COCC1.Cl. The product is [F:20][C:21]([F:31])([F:32])[C:22]1[CH:23]=[CH:24][C:25]([NH:28][C:29]([NH:3][C:4]2[N:9]=[C:8]([C:10]([F:12])([F:13])[F:11])[CH:7]=[C:6]([O:14][CH2:15][C:16]([F:19])([F:17])[F:18])[N:5]=2)=[O:30])=[CH:26][CH:27]=1. The yield is 0.440. (6) The catalyst is C(#N)C. The product is [C:9]([O:13][C:14]([N:16]([CH3:26])[C@:17]([CH3:3])([C:22]([NH:24][CH3:25])=[O:23])[C:18](=[O:21])[O:19][CH3:20])=[O:15])([CH3:11])([CH3:10])[CH3:12]. The yield is 0.780. The reactants are IC.[C:3](=O)([O-])[O-].[K+].[K+].[C:9]([O:13][C:14]([N:16]([CH3:26])[C@H:17]([C:22]([NH:24][CH3:25])=[O:23])[C:18](=[O:21])[O:19][CH3:20])=[O:15])([CH3:12])([CH3:11])[CH3:10]. (7) The reactants are [Cl-].O[NH3+:3].[C:4](=[O:7])([O-])[OH:5].[Na+].CS(C)=O.[CH:13]1([O:16][C:17]2[CH:22]=[CH:21][C:20]([N:23]3[C:28](=[O:29])[C:27]([CH2:30][C:31]4[CH:36]=[CH:35][C:34]([C:37]5[C:38]([C:43]#[N:44])=[CH:39][CH:40]=[CH:41][CH:42]=5)=[CH:33][CH:32]=4)=[C:26]([CH2:45][CH2:46][CH3:47])[N:25]=[C:24]3[CH3:48])=[CH:19][C:18]=2[F:49])[CH2:15][CH2:14]1. The catalyst is O.C(OCC)(=O)C. The product is [CH:13]1([O:16][C:17]2[CH:22]=[CH:21][C:20]([N:23]3[C:28](=[O:29])[C:27]([CH2:30][C:31]4[CH:36]=[CH:35][C:34]([C:37]5[CH:42]=[CH:41][CH:40]=[CH:39][C:38]=5[C:43]5[NH:3][C:4](=[O:7])[O:5][N:44]=5)=[CH:33][CH:32]=4)=[C:26]([CH2:45][CH2:46][CH3:47])[N:25]=[C:24]3[CH3:48])=[CH:19][C:18]=2[F:49])[CH2:14][CH2:15]1. The yield is 0.450.